Predict which catalyst facilitates the given reaction. From a dataset of Catalyst prediction with 721,799 reactions and 888 catalyst types from USPTO. (1) Reactant: Cl.[O:2]1[CH2:8][CH2:7][CH2:6][NH:5][CH2:4][CH2:3]1.[CH:9]([C:11]1[CH:16]=[CH:15][C:14]([C:17]#[C:18][C:19]2[CH:29]=[CH:28][C:22]([C:23]([O:25][CH2:26][CH3:27])=[O:24])=[CH:21][CH:20]=2)=[CH:13][CH:12]=1)=O.C(O[BH-](OC(=O)C)OC(=O)C)(=O)C.[Na+].C(=O)([O-])O.[Na+]. Product: [O:2]1[CH2:8][CH2:7][CH2:6][N:5]([CH2:9][C:11]2[CH:12]=[CH:13][C:14]([C:17]#[C:18][C:19]3[CH:20]=[CH:21][C:22]([C:23]([O:25][CH2:26][CH3:27])=[O:24])=[CH:28][CH:29]=3)=[CH:15][CH:16]=2)[CH2:4][CH2:3]1. The catalyst class is: 845. (2) Reactant: [CH:1]([N:4]([C:18]([C:20]1[C:21]([C:43]([F:46])([F:45])[F:44])=[CH:22][C:23]2[O:28][C:27]([CH3:34])([CH2:29][O:30]C#CC)[C:26](=[O:35])[N:25]([CH2:36][CH2:37][NH:38][C:39]#[C:40][CH3:41])[C:24]=2[CH:42]=1)=[O:19])[C@@H:5]1[CH2:10][CH2:9][CH2:8][N:7]([C:11]([O:13][C:14]([CH3:17])([CH3:16])[CH3:15])=[O:12])[CH2:6]1)([CH3:3])[CH3:2].C(=O)([O-])[O-].[K+].[K+].[Cl-].[NH4+]. Product: [OH:30][CH2:29][C:27]1([CH3:34])[C:26](=[O:35])[N:25]([CH2:36][CH2:37][NH:38][C:39]#[C:40][CH3:41])[C:24]2[CH:42]=[C:20]([C:18]([N:4]([CH:1]([CH3:2])[CH3:3])[C@@H:5]3[CH2:10][CH2:9][CH2:8][N:7]([C:11]([O:13][C:14]([CH3:17])([CH3:16])[CH3:15])=[O:12])[CH2:6]3)=[O:19])[C:21]([C:43]([F:46])([F:44])[F:45])=[CH:22][C:23]=2[O:28]1. The catalyst class is: 5. (3) Reactant: C(N(C(C)C)CC)(C)C.CN(C(ON1N=NC2C=CC=CC1=2)=[N+](C)C)C.F[P-](F)(F)(F)(F)F.[NH:34]1[CH2:39][CH2:38][CH:37]([NH:40]C(=O)OC(C)(C)C)[CH2:36][CH2:35]1.[CH3:48][N:49]1[CH:53]=[CH:52][N:51]=[C:50]1[CH2:54][CH2:55][C:56](O)=[O:57].Cl.O1CCOCC1.[OH-].[Na+]. Product: [NH2:40][CH:37]1[CH2:36][CH2:35][N:34]([C:56](=[O:57])[CH2:55][CH2:54][C:50]2[N:49]([CH3:48])[CH:53]=[CH:52][N:51]=2)[CH2:39][CH2:38]1. The catalyst class is: 147. (4) Reactant: C([O:8][C:9]1[CH:14]=[CH:13][N:12]([C:15]2[CH:16]=[C:17]3[C:21](=[CH:22][CH:23]=2)[N:20]([CH2:24][CH:25]([O:28][CH3:29])[O:26][CH3:27])[N:19]=[CH:18]3)[C:11](=[O:30])[CH:10]=1)C1C=CC=CC=1.C([O-])=O.[NH4+]. Product: [CH3:29][O:28][CH:25]([O:26][CH3:27])[CH2:24][N:20]1[C:21]2[C:17](=[CH:16][C:15]([N:12]3[CH:13]=[CH:14][C:9]([OH:8])=[CH:10][C:11]3=[O:30])=[CH:23][CH:22]=2)[CH:18]=[N:19]1. The catalyst class is: 19. (5) Reactant: [CH2:1]([O:5][C:6]1[CH:10]=[C:9]([CH2:11][CH2:12][C:13](O)=[O:14])[N:8]([CH2:16][C:17]2[CH:22]=[CH:21][C:20]([C:23]([F:26])([F:25])[F:24])=[CH:19][C:18]=2[Cl:27])[N:7]=1)[CH2:2][CH2:3][CH3:4].[CH2:28]([S:33]([NH2:36])(=[O:35])=[O:34])[CH2:29][CH2:30][CH2:31][CH3:32].N12CCCN=C1CCCCC2. Product: [CH2:1]([O:5][C:6]1[CH:10]=[C:9]([CH2:11][CH2:12][C:13]([NH:36][S:33]([CH2:28][CH2:29][CH2:30][CH2:31][CH3:32])(=[O:35])=[O:34])=[O:14])[N:8]([CH2:16][C:17]2[CH:22]=[CH:21][C:20]([C:23]([F:26])([F:25])[F:24])=[CH:19][C:18]=2[Cl:27])[N:7]=1)[CH2:2][CH2:3][CH3:4]. The catalyst class is: 9. (6) Reactant: C([O:5][C:6](=[O:35])[CH2:7][N:8]1[C:13](=[O:14])[C:12]2[N:15]=[CH:16][CH:17]=[CH:18][C:11]=2[N:10]([CH2:19][C:20](=[O:33])[NH:21][C:22]2[CH:27]=[C:26]([Cl:28])[C:25]([O:29][CH3:30])=[CH:24][C:23]=2[O:31][CH3:32])[C:9]1=[O:34])(C)(C)C.C(O)(C(F)(F)F)=O. Product: [Cl:28][C:26]1[C:25]([O:29][CH3:30])=[CH:24][C:23]([O:31][CH3:32])=[C:22]([NH:21][C:20]([CH2:19][N:10]2[C:11]3[CH:18]=[CH:17][CH:16]=[N:15][C:12]=3[C:13](=[O:14])[N:8]([CH2:7][C:6]([OH:35])=[O:5])[C:9]2=[O:34])=[O:33])[CH:27]=1. The catalyst class is: 2. (7) Reactant: [Cl:1][C:2]1[N:7]=[CH:6][C:5]([CH2:8][N:9]2[C:14]([CH3:15])=[CH:13][C:12](=[O:16])[N:11]3[N:17]=[C:18](S(C)(=O)=O)[N:19]=[C:10]23)=[CH:4][CH:3]=1.[CH3:24][O-:25].[Na+].CO. Product: [Cl:1][C:2]1[N:7]=[CH:6][C:5]([CH2:8][N:9]2[C:14]([CH3:15])=[CH:13][C:12](=[O:16])[N:11]3[N:17]=[C:18]([O:25][CH3:24])[N:19]=[C:10]23)=[CH:4][CH:3]=1. The catalyst class is: 5. (8) Reactant: [Si:1](Cl)([C:4]([CH3:7])([CH3:6])[CH3:5])([CH3:3])[CH3:2].[OH:9][C@H:10]1[CH2:15][CH2:14][C@H:13]([N:16]2[C:20](=[O:21])[C:19]3=[CH:22][CH:23]=[CH:24][CH:25]=[C:18]3[C:17]2=[O:26])[CH2:12][CH2:11]1.N1C=CN=C1. Product: [Si:1]([O:9][C@H:10]1[CH2:11][CH2:12][C@H:13]([N:16]2[C:17](=[O:26])[C:18]3=[CH:25][CH:24]=[CH:23][CH:22]=[C:19]3[C:20]2=[O:21])[CH2:14][CH2:15]1)([C:4]([CH3:7])([CH3:6])[CH3:5])([CH3:3])[CH3:2]. The catalyst class is: 9. (9) Reactant: [NH2:1][C:2]1[C:3]([C:14]([NH:16][C:17]2[CH:22]=[CH:21][CH:20]=[CH:19][N:18]=2)=[O:15])=[N:4][C:5]([N:8]2[CH2:13][CH2:12][NH:11][CH2:10][CH2:9]2)=[CH:6][N:7]=1.CCN(CC)CC.[CH2:30]([S:32](Cl)(=[O:34])=[O:33])[CH3:31]. Product: [NH2:1][C:2]1[C:3]([C:14]([NH:16][C:17]2[CH:22]=[CH:21][CH:20]=[CH:19][N:18]=2)=[O:15])=[N:4][C:5]([N:8]2[CH2:9][CH2:10][N:11]([S:32]([CH2:30][CH3:31])(=[O:34])=[O:33])[CH2:12][CH2:13]2)=[CH:6][N:7]=1. The catalyst class is: 2. (10) The catalyst class is: 26. Product: [Br:2][C:17]1[C:16]2=[CH:23][N:13]([C:7]3[C:6]([Cl:5])=[CH:11][CH:10]=[CH:9][C:8]=3[Cl:12])[N:14]=[C:15]2[C:20]([CH3:21])=[CH:19][N:18]=1. Reactant: O(Br)[Br:2].[P+5].[Cl:5][C:6]1[CH:11]=[CH:10][CH:9]=[C:8]([Cl:12])[C:7]=1[N:13]1[CH:23]=[C:16]2[CH:17]=[N+:18]([O-])[CH:19]=[C:20]([CH3:21])[C:15]2=[N:14]1.C(=O)([O-])[O-].[Na+].[Na+].